Dataset: Forward reaction prediction with 1.9M reactions from USPTO patents (1976-2016). Task: Predict the product of the given reaction. (1) The product is: [CH3:30][O:31][C:32](=[O:35])[CH2:33][N:34]1[CH2:18][CH2:17][C:12]([NH:11][C:9]([O:8][CH2:1][C:2]2[CH:3]=[CH:4][CH:5]=[CH:6][CH:7]=2)=[O:10])([C:20]2[CH:25]=[CH:24][CH:23]=[C:22]([CH:26]([CH3:27])[CH3:28])[CH:21]=2)[CH2:13][C:14]1=[O:15]. Given the reactants [CH2:1]([O:8][C:9]([NH:11][C:12]([C:20]1[CH:25]=[CH:24][CH:23]=[C:22]([CH:26]([CH3:28])[CH3:27])[CH:21]=1)([CH2:17][CH:18]=O)[CH2:13][C:14](O)=[O:15])=[O:10])[C:2]1[CH:7]=[CH:6][CH:5]=[CH:4][CH:3]=1.Cl.[CH3:30][O:31][C:32](=[O:35])[CH2:33][NH2:34].[BH-](OC(C)=O)(OC(C)=O)OC(C)=O.[Na+].C(O)(=O)CC(CC(O)=O)(C(O)=O)O, predict the reaction product. (2) Given the reactants [CH3:1][O:2][C:3](=[O:14])[CH2:4][C:5]1[CH:10]=[CH:9][C:8]([O:11][CH3:12])=[C:7]([F:13])[CH:6]=1.C1C(=O)N([Br:22])C(=O)C1.C(OOC(=O)C1C=CC=CC=1)(=O)C1C=CC=CC=1, predict the reaction product. The product is: [CH3:1][O:2][C:3](=[O:14])[CH:4]([Br:22])[C:5]1[CH:10]=[CH:9][C:8]([O:11][CH3:12])=[C:7]([F:13])[CH:6]=1. (3) Given the reactants [Cl:1][C:2]1[S:3][C:4]([Cl:31])=[C:5]([CH:22]([C:24]2[CH:29]=[CH:28][CH:27]=[C:26]([Cl:30])[CH:25]=2)[OH:23])[C:6]=1[C:7]([NH:9][C@H:10]([C:12]1[CH:21]=[CH:20][C:15]([C:16]([O:18]C)=[O:17])=[CH:14][CH:13]=1)[CH3:11])=[O:8].Cl, predict the reaction product. The product is: [Cl:1][C:2]1[S:3][C:4]([Cl:31])=[C:5]([CH:22]([C:24]2[CH:29]=[CH:28][CH:27]=[C:26]([Cl:30])[CH:25]=2)[OH:23])[C:6]=1[C:7]([NH:9][C@H:10]([C:12]1[CH:13]=[CH:14][C:15]([C:16]([OH:18])=[O:17])=[CH:20][CH:21]=1)[CH3:11])=[O:8]. (4) The product is: [CH2:13]([C:2]1[N:7]=[C:6]([O:8][CH3:9])[CH:5]=[CH:4][N:3]=1)[C:14]1[CH:19]=[CH:18][CH:17]=[CH:16][CH:15]=1. Given the reactants Cl[C:2]1[N:7]=[C:6]([O:8][CH3:9])[CH:5]=[CH:4][N:3]=1.N#N.[Br-].[CH2:13]([Zn+])[C:14]1[CH:19]=[CH:18][CH:17]=[CH:16][CH:15]=1, predict the reaction product. (5) Given the reactants COC1C2N=C(N)SC=2C(N2CCOCC2)=CC=1.ClC(C[C@H]1CC[C@H](OC(=O)C)CC1)=O.[OH:33][C@@H:34]1[CH2:39][CH2:38][C@H:37]([CH2:40][C:41]([NH:43][C:44]2[S:45][C:46]3[C:52]([N:53]4[CH2:58][CH2:57][O:56][CH2:55][CH2:54]4)=[CH:51][CH:50]=[C:49]([O:59][CH3:60])[C:47]=3[N:48]=2)=[O:42])[CH2:36][CH2:35]1, predict the reaction product. The product is: [OH:33][C@H:34]1[CH2:35][CH2:36][C@H:37]([CH2:40][C:41]([NH:43][C:44]2[S:45][C:46]3[C:52]([N:53]4[CH2:58][CH2:57][O:56][CH2:55][CH2:54]4)=[CH:51][CH:50]=[C:49]([O:59][CH3:60])[C:47]=3[N:48]=2)=[O:42])[CH2:38][CH2:39]1. (6) Given the reactants CS(O[CH2:6][CH:7]1[CH2:11][CH2:10][CH2:9][N:8]1[C:12]([O:14][C:15]([CH3:18])([CH3:17])[CH3:16])=[O:13])(=O)=O.[CH2:19]([NH2:22])[CH2:20][CH3:21], predict the reaction product. The product is: [CH2:19]([NH:22][CH2:6][CH:7]1[CH2:11][CH2:10][CH2:9][N:8]1[C:12]([O:14][C:15]([CH3:18])([CH3:17])[CH3:16])=[O:13])[CH2:20][CH3:21]. (7) The product is: [Cl:1][C:2]1[C:7]2[C:8](=[O:22])[N:9]([CH2:11][C:12]3[CH:17]=[CH:16][C:15]([O:18][CH3:19])=[CH:14][C:13]=3[O:20][CH3:21])[CH2:10][C:6]=2[C:5]([F:23])=[C:4]([NH:25][C@@H:26]2[CH2:31][CH2:30][O:29][CH2:28][C@@H:27]2[NH:32][C:33](=[O:39])[O:34][C:35]([CH3:37])([CH3:36])[CH3:38])[N:3]=1. Given the reactants [Cl:1][C:2]1[C:7]2[C:8](=[O:22])[N:9]([CH2:11][C:12]3[CH:17]=[CH:16][C:15]([O:18][CH3:19])=[CH:14][C:13]=3[O:20][CH3:21])[CH2:10][C:6]=2[C:5]([F:23])=[C:4](Cl)[N:3]=1.[NH2:25][C@@H:26]1[CH2:31][CH2:30][O:29][CH2:28][C@@H:27]1[NH:32][C:33](=[O:39])[O:34][C:35]([CH3:38])([CH3:37])[CH3:36].CCN(C(C)C)C(C)C, predict the reaction product. (8) Given the reactants [C:1]([O:5][C:6](=[O:23])[NH:7][CH:8]([C:14]1[C:19]([CH2:20][OH:21])=[CH:18][C:17]([Cl:22])=[CH:16][N:15]=1)[CH:9]1[CH2:13][CH2:12][O:11][CH2:10]1)([CH3:4])([CH3:3])[CH3:2].CCN(CC)CC.[C:31]1([CH3:41])[CH:36]=[CH:35][C:34]([S:37]([Cl:40])(=[O:39])=[O:38])=[CH:33][CH:32]=1, predict the reaction product. The product is: [C:1]([O:5][C:6]([NH:7][CH:8]([CH:9]1[CH2:13][CH2:12][O:11][CH2:10]1)[C:14]1[C:19]([CH2:20][O:21][S:37]([C:34]2[CH:35]=[CH:36][C:31]([CH3:41])=[CH:32][CH:33]=2)(=[O:39])=[O:38])=[CH:18][C:17]([Cl:22])=[CH:16][N:15]=1)=[O:23])([CH3:4])([CH3:2])[CH3:3].[C:1]([O:5][C:6](=[O:23])[NH:7][CH:8]([C:14]1[C:19]([CH2:20][Cl:40])=[CH:18][C:17]([Cl:22])=[CH:16][N:15]=1)[CH:9]1[CH2:13][CH2:12][O:11][CH2:10]1)([CH3:4])([CH3:3])[CH3:2]. (9) Given the reactants [Br:1][C:2]1[CH:7]=[CH:6][CH:5]=[CH:4][C:3]=1[O:8][CH3:9].S(=O)(=O)(O)O.[CH3:15][C:16]([CH3:21])=[CH:17][C:18]([OH:20])=[O:19], predict the reaction product. The product is: [Br:1][C:2]1[CH:7]=[C:6]([C:16]([CH3:21])([CH3:15])[CH2:17][C:18]([OH:20])=[O:19])[CH:5]=[CH:4][C:3]=1[O:8][CH3:9].